This data is from Reaction yield outcomes from USPTO patents with 853,638 reactions. The task is: Predict the reaction yield, written as a fraction of the theoretical maximum amount of product (1.0 means a 100% yield; for example, 0.34 means a 34% yield). (1) The reactants are [Cl:1][C:2]1[CH:3]=[C:4]([NH:15]C(=O)C)[CH:5]=[CH:6][C:7]=1[S:8]([C:11]([F:14])([F:13])[F:12])(=[O:10])=[O:9].Cl.[OH-].[Na+]. The catalyst is O. The product is [Cl:1][C:2]1[CH:3]=[C:4]([CH:5]=[CH:6][C:7]=1[S:8]([C:11]([F:14])([F:12])[F:13])(=[O:9])=[O:10])[NH2:15]. The yield is 0.890. (2) The reactants are [O:1]1[CH2:6][CH2:5][O:4][CH2:3][CH:2]1[C:7]([OH:9])=[O:8].[C:10](=O)([O-])[O-].[K+].[K+].IC.O. The catalyst is CN(C)C=O.[Cl-].[Na+].O. The product is [CH3:10][O:8][C:7]([CH:2]1[CH2:3][O:4][CH2:5][CH2:6][O:1]1)=[O:9]. The yield is 0.950. (3) The reactants are [C:1]1([NH:7][C:8]2[CH:13]=[CH:12][CH:11]=[CH:10][C:9]=2[NH2:14])[CH:6]=[CH:5][CH:4]=[CH:3][CH:2]=1.CN1CCCC1=O.[Br:22][C:23]1[N:28]=[C:27]([C:29](Cl)=[O:30])[CH:26]=[CH:25][CH:24]=1.CN1CCCC1=O. The catalyst is O. The product is [Br:22][C:23]1[N:28]=[C:27]([C:29]([NH:14][C:9]2[CH:10]=[CH:11][CH:12]=[CH:13][C:8]=2[NH:7][C:1]2[CH:2]=[CH:3][CH:4]=[CH:5][CH:6]=2)=[O:30])[CH:26]=[CH:25][CH:24]=1. The yield is 0.490. (4) The reactants are [CH2:1]=[C:2]1[CH2:7][CH2:6][CH:5]([CH2:8][CH2:9][O:10][CH2:11][C:12]2[CH:17]=[CH:16][CH:15]=[CH:14][CH:13]=2)[CH2:4][CH2:3]1.[OH-:18].[Na+].OO. The catalyst is C1COCC1. The product is [CH2:11]([O:10][CH2:9][CH2:8][C@H:5]1[CH2:6][CH2:7][C@H:2]([CH2:1][OH:18])[CH2:3][CH2:4]1)[C:12]1[CH:13]=[CH:14][CH:15]=[CH:16][CH:17]=1. The yield is 0.680. (5) The reactants are COC1C=CC(C([NH:20][C:21]2[N:29]=[CH:28][N:27]=[C:26]3[C:22]=2[N:23]=[CH:24][N:25]3[C@H:30]2[O:35][C@@H:34]([CH2:36][O:37]C(C3C=CC=CC=3)(C3C=CC=CC=3)C3C=CC(OC)=CC=3)[C@H:32]([OH:33])[CH2:31]2)(C2C=CC=CC=2)C2C=CC=CC=2)=CC=1. The catalyst is C(O)(=O)C. The product is [CH2:31]1[C@@H:30]([N:25]2[C:26]3[N:27]=[CH:28][N:29]=[C:21]([NH2:20])[C:22]=3[N:23]=[CH:24]2)[O:35][C@@H:34]([CH2:36][OH:37])[C@@H:32]1[OH:33]. The yield is 0.830. (6) The reactants are C1(P(C2C=CC=CC=2)C2C=CC=CC=2)C=CC=CC=1.[C:20]([Br:24])(Br)(Br)Br.[CH2:25]([O:32][C:33]1[CH:34]=[C:35]([CH:38]=[CH:39][CH:40]=1)CO)[C:26]1[CH:31]=[CH:30][CH:29]=[CH:28][CH:27]=1. The catalyst is C1COCC1. The product is [CH2:25]([O:32][C:33]1[CH:40]=[C:39]([CH:38]=[CH:35][CH:34]=1)[CH2:20][Br:24])[C:26]1[CH:31]=[CH:30][CH:29]=[CH:28][CH:27]=1. The yield is 0.770.